This data is from Catalyst prediction with 721,799 reactions and 888 catalyst types from USPTO. The task is: Predict which catalyst facilitates the given reaction. (1) Reactant: [Cl:1][C:2]1[CH:3]=[C:4]2[C:9](=[CH:10][C:11]=1[C:12]([OH:14])=O)[N:8]=[CH:7][N:6]=[C:5]2[NH:15][CH:16]([C:18]1[NH:22][C:21]2[CH:23]=[CH:24][C:25]([Cl:27])=[CH:26][C:20]=2[N:19]=1)[CH3:17].FC1C(OC(N(C)C)=[N+](C)C)=C(F)C(F)=C(F)C=1F.F[P-](F)(F)(F)(F)F.C(N(C(C)C)CC)(C)C.[CH3:63][NH:64][C:65]([C@@H:67]1[CH2:71][CH2:70][CH2:69][NH:68]1)=[O:66]. Product: [Cl:1][C:2]1[CH:3]=[C:4]2[C:9](=[CH:10][C:11]=1[C:12]([N:68]1[CH2:69][CH2:70][CH2:71][C@H:67]1[C:65]([NH:64][CH3:63])=[O:66])=[O:14])[N:8]=[CH:7][N:6]=[C:5]2[NH:15][CH:16]([C:18]1[NH:22][C:21]2[CH:20]=[CH:26][C:25]([Cl:27])=[CH:24][C:23]=2[N:19]=1)[CH3:17]. The catalyst class is: 16. (2) Reactant: [CH2:1]([O:5][CH2:6][CH2:7][O:8][C:9]1[CH:14]=[CH:13][C:12]([C:15]2[CH:16]=[CH:17][C:18]3[N:24]([C:25](=[O:30])[C:26]([F:29])([F:28])[F:27])[CH2:23][CH2:22][C:21]([C:31]([NH:33][C:34]4[CH:39]=[CH:38][C:37]([CH:40]([OH:48])[C:41]5[CH:46]=[C:45]([CH3:47])[CH:44]=[CH:43][N:42]=5)=[C:36]([C:49]([F:52])([F:51])[F:50])[CH:35]=4)=[O:32])=[CH:20][C:19]=3[CH:53]=2)=[CH:11][CH:10]=1)[CH2:2][CH2:3][CH3:4].ClC1C=CC=C(C(OO)=[O:62])C=1.S([O-])([O-])(=O)=S.[Na+].[Na+]. Product: [CH2:1]([O:5][CH2:6][CH2:7][O:8][C:9]1[CH:10]=[CH:11][C:12]([C:15]2[CH:16]=[CH:17][C:18]3[N:24]([C:25](=[O:30])[C:26]([F:28])([F:29])[F:27])[CH2:23][CH2:22][C:21]([C:31]([NH:33][C:34]4[CH:39]=[CH:38][C:37]([CH:40]([OH:48])[C:41]5[CH:46]=[C:45]([CH3:47])[CH:44]=[CH:43][N+:42]=5[O-:62])=[C:36]([C:49]([F:52])([F:50])[F:51])[CH:35]=4)=[O:32])=[CH:20][C:19]=3[CH:53]=2)=[CH:13][CH:14]=1)[CH2:2][CH2:3][CH3:4]. The catalyst class is: 4. (3) Reactant: [C:1]([O:5][C:6]([NH:8][C:9]1([C:19]([OH:21])=[O:20])[CH2:18][CH2:17][C:16]2[C:11](=[CH:12][CH:13]=[CH:14][CH:15]=2)[CH2:10]1)=[O:7])([CH3:4])([CH3:3])[CH3:2].CI.[H-].[Na+].[C:26](OCC)(=O)C. Product: [C:1]([O:5][C:6]([N:8]([CH3:26])[C:9]1([C:19]([OH:21])=[O:20])[CH2:18][CH2:17][C:16]2[C:11](=[CH:12][CH:13]=[CH:14][CH:15]=2)[CH2:10]1)=[O:7])([CH3:4])([CH3:2])[CH3:3]. The catalyst class is: 3. (4) The catalyst class is: 76. Reactant: [CH3:1][O:2][C:3]1[CH:4]=[C:5]2[O:9][C:8]([C:10]3[N:11]=[C:12]4[CH:17]=[CH:16][C:15]([CH3:18])=[N:14][N:13]4[CH:19]=3)=[CH:7][C:6]2=[C:20]([OH:22])[CH:21]=1.[CH3:23][O:24][C:25]1[N:30]=[CH:29][C:28]([C:31]2[CH:32]=[C:33]([CH2:37]O)[CH:34]=[CH:35][CH:36]=2)=[CH:27][N:26]=1.C1(P(C2C=CC=CC=2)C2C=CC=CC=2)C=CC=CC=1.N(C(OC(C)C)=O)=NC(OC(C)C)=O. Product: [CH3:1][O:2][C:3]1[CH:21]=[C:20]([O:22][CH2:37][C:33]2[CH:34]=[CH:35][CH:36]=[C:31]([C:28]3[CH:29]=[N:30][C:25]([O:24][CH3:23])=[N:26][CH:27]=3)[CH:32]=2)[C:6]2[CH:7]=[C:8]([C:10]3[N:11]=[C:12]4[CH:17]=[CH:16][C:15]([CH3:18])=[N:14][N:13]4[CH:19]=3)[O:9][C:5]=2[CH:4]=1.